This data is from Forward reaction prediction with 1.9M reactions from USPTO patents (1976-2016). The task is: Predict the product of the given reaction. (1) Given the reactants [N+:1]([C:4]1[CH:5]=[N:6][C:7]2[C:12]([C:13]=1[NH:14][CH2:15][CH2:16][C:17]([O:19][CH2:20][CH3:21])=[O:18])=[CH:11][CH:10]=[CH:9][CH:8]=2)([O-])=O.S(S([O-])=O)([O-])=O.[Na+].[Na+].C(=O)([O-])[O-].[K+].[K+], predict the reaction product. The product is: [NH2:1][C:4]1[CH:5]=[N:6][C:7]2[C:12]([C:13]=1[NH:14][CH2:15][CH2:16][C:17]([O:19][CH2:20][CH3:21])=[O:18])=[CH:11][CH:10]=[CH:9][CH:8]=2. (2) Given the reactants [N+:1]([C:4]1[N:8]2[N:9]=[C:10]([C:13]3[CH:18]=[CH:17][CH:16]=[CH:15][CH:14]=3)[CH:11]=[CH:12][C:7]2=[N:6][CH:5]=1)([O-])=O, predict the reaction product. The product is: [C:13]1([C:10]2[CH:11]=[CH:12][C:7]3[N:8]([C:4]([NH2:1])=[CH:5][N:6]=3)[N:9]=2)[CH:14]=[CH:15][CH:16]=[CH:17][CH:18]=1. (3) Given the reactants [N:1]1([C:9]([O:11][C:12]([CH3:15])([CH3:14])[CH3:13])=[O:10])[CH2:8][CH2:7][CH2:6][C@@H:2]1[C:3]([OH:5])=[O:4].[CH2:16](Br)[C:17]1[CH:22]=[CH:21][CH:20]=[CH:19][CH:18]=1.C(N(CC)CC)C, predict the reaction product. The product is: [N:1]1([C:9]([O:11][C:12]([CH3:15])([CH3:14])[CH3:13])=[O:10])[CH2:8][CH2:7][CH2:6][C@@H:2]1[C:3]([O:5][CH2:16][C:17]1[CH:22]=[CH:21][CH:20]=[CH:19][CH:18]=1)=[O:4]. (4) Given the reactants [H-].[Na+].[CH2:3]([C:5]1[CH:10]=[C:9]([C:11]2[CH:12]=[N:13][N:14]([CH3:16])[CH:15]=2)[CH:8]=[CH:7][C:6]=1[NH:17][C:18]1[N:23]=[CH:22][C:21]2[N:24]=[CH:25][N:26]([CH3:27])[C:20]=2[CH:19]=1)[CH3:4].I[CH3:29], predict the reaction product. The product is: [CH2:3]([C:5]1[CH:10]=[C:9]([C:11]2[CH:12]=[N:13][N:14]([CH3:16])[CH:15]=2)[CH:8]=[CH:7][C:6]=1[N:17]([CH3:29])[C:18]1[N:23]=[CH:22][C:21]2[N:24]=[CH:25][N:26]([CH3:27])[C:20]=2[CH:19]=1)[CH3:4]. (5) Given the reactants [NH2:1][C:2]1[CH:7]=[CH:6][CH:5]=[C:4]([F:8])[C:3]=1[S:9]([NH2:12])(=[O:11])=[O:10].[C:13]1([C:19]2[CH:24]=[CH:23][C:22](/[CH:25]=[CH:26]/[S:27](Cl)(=[O:29])=[O:28])=[CH:21][CH:20]=2)[CH:18]=[CH:17][CH:16]=[CH:15][CH:14]=1, predict the reaction product. The product is: [F:8][C:4]1[CH:5]=[CH:6][CH:7]=[C:2]([NH:1][S:27](/[CH:26]=[CH:25]/[C:22]2[CH:23]=[CH:24][C:19]([C:13]3[CH:18]=[CH:17][CH:16]=[CH:15][CH:14]=3)=[CH:20][CH:21]=2)(=[O:29])=[O:28])[C:3]=1[S:9]([NH2:12])(=[O:11])=[O:10]. (6) Given the reactants [N+:1]([C:4]1[N:5]([CH2:9][C:10]#[CH:11])[CH:6]=[CH:7][N:8]=1)([O-:3])=[O:2].[C:12]([O:15][CH:16]([CH2:21][O:22][S:23]([C:26]1[CH:32]=[CH:31][C:29]([CH3:30])=[CH:28][CH:27]=1)(=[O:25])=[O:24])[CH2:17][N:18]=[N+:19]=[N-:20])(=[O:14])[CH3:13], predict the reaction product. The product is: [C:12]([O:15][CH:16]([CH2:21][O:22][S:23]([C:26]1[CH:32]=[CH:31][C:29]([CH3:30])=[CH:28][CH:27]=1)(=[O:25])=[O:24])[CH2:17][N:18]1[CH:11]=[C:10]([CH2:9][N:5]2[CH:6]=[CH:7][N:8]=[C:4]2[N+:1]([O-:3])=[O:2])[N:20]=[N:19]1)(=[O:14])[CH3:13].